This data is from Full USPTO retrosynthesis dataset with 1.9M reactions from patents (1976-2016). The task is: Predict the reactants needed to synthesize the given product. (1) Given the product [CH3:1][N:2]1[CH2:3][CH2:4][C:5]([C:8]2[CH:13]=[CH:12][C:11]([Cl:14])=[C:10]([Cl:15])[CH:9]=2)([CH2:16][O:17][CH2:32][C:24]2[C:25]3[C:30](=[CH:29][CH:28]=[CH:27][CH:26]=3)[CH:31]=[C:22]([C:20]#[N:21])[C:23]=2[O:34][CH3:35])[CH2:6][CH2:7]1, predict the reactants needed to synthesize it. The reactants are: [CH3:1][N:2]1[CH2:7][CH2:6][C:5]([CH2:16][OH:17])([C:8]2[CH:13]=[CH:12][C:11]([Cl:14])=[C:10]([Cl:15])[CH:9]=2)[CH2:4][CH2:3]1.[H-].[Na+].[C:20]([C:22]1[C:23]([O:34][CH3:35])=[C:24]([CH2:32]Br)[C:25]2[C:30]([CH:31]=1)=[CH:29][CH:28]=[CH:27][CH:26]=2)#[N:21]. (2) Given the product [C:10]([N:13]([CH2:1][CH2:2][CH2:3][CH2:4][CH2:5][CH2:6][CH2:7][CH3:8])[C:14]1[CH:19]=[CH:18][CH:17]=[CH:16][CH:15]=1)(=[O:12])[CH3:11], predict the reactants needed to synthesize it. The reactants are: [CH2:1](Br)[CH2:2][CH2:3][CH2:4][CH2:5][CH2:6][CH2:7][CH3:8].[C:10]([NH:13][C:14]1[CH:19]=[CH:18][CH:17]=[CH:16][CH:15]=1)(=[O:12])[CH3:11].[OH-].[K+].O. (3) The reactants are: [CH:1]1[C:10]2[C:5](=[CH:6][CH:7]=[CH:8][CH:9]=2)[CH:4]=[CH:3][C:2]=1[OH:11].[CH3:12][C:13](OC(C)=O)=[O:14].P(O)(C(C(F)(F)F)(F)F)(C(C(F)(F)F)(F)F)=O. Given the product [C:13]([O:11][C:2]1[CH:3]=[CH:4][C:5]2[C:10](=[CH:9][CH:8]=[CH:7][CH:6]=2)[CH:1]=1)(=[O:14])[CH3:12], predict the reactants needed to synthesize it. (4) Given the product [Cl:1][C:2]1[CH:31]=[CH:30][CH:29]=[C:28]([C:32]([F:33])([F:35])[F:34])[C:3]=1[C:4]([N:6]1[C:14]2[C:9](=[C:10]([F:15])[CH:11]=[CH:12][CH:13]=2)[C:8]([C:16]2[CH:21]([CH3:22])[CH2:20][CH:19]([C:23]([OH:25])=[O:24])[CH2:18][CH:17]=2)=[N:7]1)=[O:5], predict the reactants needed to synthesize it. The reactants are: [Cl:1][C:2]1[CH:31]=[CH:30][CH:29]=[C:28]([C:32]([F:35])([F:34])[F:33])[C:3]=1[C:4]([N:6]1[C:14]2[C:9](=[C:10]([F:15])[CH:11]=[CH:12][CH:13]=2)[C:8]([C:16]2[CH:21]([CH3:22])[CH2:20][CH:19]([C:23]([O:25]CC)=[O:24])[CH2:18][CH:17]=2)=[N:7]1)=[O:5].O[Li].O. (5) Given the product [NH2:1][C:2]1[C:11]2[N:12]=[C:13]([CH2:22][O:23][CH2:24][CH3:25])[N:14]([CH2:15][C:16]3([OH:21])[CH2:17][CH2:18][CH2:19][CH2:20]3)[C:10]=2[C:9]2[CH2:8][CH2:7][CH2:6][CH2:5][C:4]=2[N:3]=1, predict the reactants needed to synthesize it. The reactants are: [NH2:1][C:2]1[C:11]2[N:12]=[C:13]([CH2:22][O:23][CH2:24][CH3:25])[N:14]([CH2:15][C:16]3([OH:21])[CH2:20][CH2:19][CH2:18][CH2:17]3)[C:10]=2[C:9]2[CH:8]=[CH:7][CH:6]=[CH:5][C:4]=2[N:3]=1.Cl. (6) Given the product [CH3:39][O:38][C:27]1[C:28]2[C:33](=[CH:32][CH:31]=[CH:30][CH:29]=2)[C:34]([O:36][CH3:37])=[CH:35][C:26]=1[CH2:25][O:24][CH:12]1[CH:11]([C:8]2[CH:7]=[CH:6][C:5]([OH:4])=[CH:10][CH:9]=2)[CH2:16][CH2:15][N:14]([C:17]([O:19][C:20]([CH3:23])([CH3:22])[CH3:21])=[O:18])[CH2:13]1, predict the reactants needed to synthesize it. The reactants are: C([O:4][C:5]1[CH:10]=[CH:9][C:8]([CH:11]2[CH2:16][CH2:15][N:14]([C:17]([O:19][C:20]([CH3:23])([CH3:22])[CH3:21])=[O:18])[CH2:13][CH:12]2[O:24][CH2:25][C:26]2[CH:35]=[C:34]([O:36][CH3:37])[C:33]3[C:28](=[CH:29][CH:30]=[CH:31][CH:32]=3)[C:27]=2[O:38][CH3:39])=[CH:7][CH:6]=1)C=C.N12CCN(CC1)CC2.Cl.